Dataset: Catalyst prediction with 721,799 reactions and 888 catalyst types from USPTO. Task: Predict which catalyst facilitates the given reaction. (1) Reactant: [CH:1]1[C:6]2=[C:7]3[C:15](=[CH:16][CH:17]=[C:5]2[CH:4]=[N:3][CH:2]=1)[C:14]1[C:13](=[O:18])[NH:12][CH2:11][CH2:10][C:9]=1[NH:8]3.[F:19][C:20]([F:31])([F:30])[CH2:21]OS(C(F)(F)F)(=O)=O.C(=O)([O-])[O-].[K+].[K+].C1OCCOCCOCCOCCOCCOC1.Cl. Product: [F:19][C:20]([F:31])([F:30])[CH2:21][N:8]1[C:7]2[C:15](=[CH:16][CH:17]=[C:5]3[CH:4]=[N:3][CH:2]=[CH:1][C:6]3=2)[C:14]2[C:13](=[O:18])[NH:12][CH2:11][CH2:10][C:9]1=2. The catalyst class is: 121. (2) Reactant: C(=O)([O-])[O-].[K+].[K+].[Br:7][C:8]1[CH:16]=[CH:15][C:11]([C:12](Cl)=[O:13])=[CH:10][CH:9]=1.[NH2:17][C:18]1[C:19]2[CH:32]=[C:31]([C:33]([NH:35][N:36]([CH3:43])[C:37]3[CH:42]=[CH:41][CH:40]=[CH:39][CH:38]=3)=[O:34])[S:30][C:20]=2[N:21]([C:23]([O:25][C:26]([CH3:29])([CH3:28])[CH3:27])=[O:24])[N:22]=1. Product: [Br:7][C:8]1[CH:16]=[CH:15][C:11]([C:12]([NH:17][C:18]2[C:19]3[CH:32]=[C:31]([C:33]([NH:35][N:36]([CH3:43])[C:37]4[CH:42]=[CH:41][CH:40]=[CH:39][CH:38]=4)=[O:34])[S:30][C:20]=3[N:21]([C:23]([O:25][C:26]([CH3:29])([CH3:28])[CH3:27])=[O:24])[N:22]=2)=[O:13])=[CH:10][CH:9]=1. The catalyst class is: 7. (3) Reactant: [C:1](OC=C)(=O)[CH3:2].CCCC[Sn](Cl)(O[Sn](Cl)(CCCC)CCCC)CCCC.[C:28]([O:31][CH2:32][C:33]1[CH:34]=[CH:35][C:36]([CH2:40][C:41]2[CH:46]=[CH:45][C:44]([O:47][CH3:48])=[CH:43][CH:42]=2)=[C:37]([OH:39])[CH:38]=1)(=[O:30])[CH3:29]. Product: [C:28]([O:31][CH2:32][C:33]1[CH:34]=[CH:35][C:36]([CH2:40][C:41]2[CH:42]=[CH:43][C:44]([O:47][CH:48]3[CH2:2][CH2:1]3)=[CH:45][CH:46]=2)=[C:37]([OH:39])[CH:38]=1)(=[O:30])[CH3:29]. The catalyst class is: 7. (4) Reactant: [CH2:1]([O:8][C:9]1[CH:10]=[C:11](/[CH:22]=[CH:23]/[C:24]([O:26][CH3:27])=[O:25])[CH:12]=[N:13][C:14]=1[NH:15][C:16]1[S:17][CH:18]=[C:19]([CH3:21])[N:20]=1)[C:2]1[CH:7]=[CH:6][CH:5]=[CH:4][CH:3]=1.CC1C=CC(S(NN)(=O)=O)=CC=1. The catalyst class is: 11. Product: [CH2:1]([O:8][C:9]1[CH:10]=[C:11]([CH2:22][CH2:23][C:24]([O:26][CH3:27])=[O:25])[CH:12]=[N:13][C:14]=1[NH:15][C:16]1[S:17][CH:18]=[C:19]([CH3:21])[N:20]=1)[C:2]1[CH:7]=[CH:6][CH:5]=[CH:4][CH:3]=1. (5) The catalyst class is: 811. Reactant: Cl[C:2]1[N:7]=[C:6]([C:8]2[C:9]([C:17]3[CH:18]=[C:19]([NH:23][C:24](=[O:29])[C:25]([F:28])([F:27])[F:26])[CH:20]=[CH:21][CH:22]=3)=[N:10][N:11]3[CH:16]=[CH:15][CH:14]=[CH:13][C:12]=23)[CH:5]=[CH:4][N:3]=1.[F:30][C:31]1[CH:32]=[C:33]([CH:35]=[CH:36][CH:37]=1)[NH2:34].CN1CCC2C(=CC(NC3N=C(C4C(C5C=C(NC(=O)CC6SC=CC=6)C=CC=5)=NN5C=CC=CC=45)C=CN=3)=CC=2)C1. Product: [F:26][C:25]([F:28])([F:27])[C:24]([NH:23][C:19]1[CH:20]=[CH:21][CH:22]=[C:17]([C:9]2[C:8]([C:6]3[CH:5]=[CH:4][N:3]=[C:2]([NH:34][C:33]4[CH:35]=[CH:36][CH:37]=[C:31]([F:30])[CH:32]=4)[N:7]=3)=[C:12]3[CH:13]=[CH:14][CH:15]=[CH:16][N:11]3[N:10]=2)[CH:18]=1)=[O:29]. (6) Reactant: [NH2:1][C:2]1[CH:7]=[CH:6][CH:5]=[CH:4][CH:3]=1.O.O.O.[NH2:11][C:12]1[CH:20]=[CH:19][CH:18]=[C:17]([C:21]([F:24])([F:23])[F:22])[C:13]=1[C:14]([OH:16])=O. Product: [NH2:11][C:12]1[CH:20]=[CH:19][CH:18]=[C:17]([C:21]([F:24])([F:23])[F:22])[C:13]=1[C:14]([NH:1][C:2]1[CH:7]=[CH:6][CH:5]=[CH:4][CH:3]=1)=[O:16]. The catalyst class is: 1. (7) Reactant: [CH2:1]([O:8][C:9]([CH3:16])(O)[C:10](OCC)=[O:11])[C:2]1[CH:7]=[CH:6][CH:5]=[CH:4][CH:3]=1.[H-].[Al+3].[Li+].[H-].[H-].[H-].S([O-])([O-])(=O)=O.[Na+].[Na+]. Product: [CH2:1]([O:8][CH:9]([CH3:16])[CH2:10][OH:11])[C:2]1[CH:7]=[CH:6][CH:5]=[CH:4][CH:3]=1. The catalyst class is: 7. (8) Reactant: [O:1]1[CH:5]=[CH:4][CH2:3][CH2:2]1.C(N(CC)CC)C.Cl[C:14](=[O:20])[C:15]([O:17][CH2:18][CH3:19])=[O:16]. Product: [O:1]1[CH2:2][CH2:3][C:4]([C:14](=[O:20])[C:15]([O:17][CH2:18][CH3:19])=[O:16])=[CH:5]1. The catalyst class is: 237. (9) Reactant: [NH2:1][CH2:2][CH:3]1[CH2:7][C:6]2[CH:8]=[C:9]([C:13]3[S:17][C:16]([C:18](=[O:20])[CH3:19])=[CH:15][CH:14]=3)[CH:10]=[C:11]([Cl:12])[C:5]=2[O:4]1.CCN=C=N[CH2:26][CH2:27][CH2:28][N:29](C)C.[CH:32]1[CH:33]=[CH:34][C:35]2N(O)N=N[C:36]=2[CH:37]=1.CCN(C(C)C)C(C)C.CN(C=[O:55])C. Product: [C:18]([C:16]1[S:17][C:13]([C:9]2[CH:10]=[C:11]([Cl:12])[C:5]3[O:4][CH:3]([CH2:2][NH:1][C:37](=[O:55])/[CH:32]=[CH:33]/[C:34]4[CH:26]=[CH:27][C:28]([NH2:29])=[CH:36][CH:35]=4)[CH2:7][C:6]=3[CH:8]=2)=[CH:14][CH:15]=1)(=[O:20])[CH3:19]. The catalyst class is: 2. (10) The catalyst class is: 70. Reactant: Br[C:2]1[CH:3]=[C:4]2[C:9](=[CH:10][CH:11]=1)[CH:8]=[C:7]([OH:12])[CH:6]=[CH:5]2.[F:13][C:14]1[CH:19]=[C:18]([C:20]([O:22]C)=[O:21])[CH:17]=[CH:16][C:15]=1B(O)O.C([O-])([O-])=O.[K+].[K+]. Product: [F:13][C:14]1[CH:19]=[C:18]([CH:17]=[CH:16][C:15]=1[C:2]1[CH:11]=[CH:10][C:9]2[C:4](=[CH:5][CH:6]=[C:7]([OH:12])[CH:8]=2)[CH:3]=1)[C:20]([OH:22])=[O:21].